Dataset: Reaction yield outcomes from USPTO patents with 853,638 reactions. Task: Predict the reaction yield, written as a fraction of the theoretical maximum amount of product (1.0 means a 100% yield; for example, 0.34 means a 34% yield). (1) The reactants are [NH2:1][C:2]1[N:7]=[CH:6][C:5]([C:8]2[CH:13]=[CH:12][C:11]([S:14]([NH:17][CH:18]3[CH2:20][CH2:19]3)(=[O:16])=[O:15])=[CH:10][CH:9]=2)=[CH:4][C:3]=1Br.[C:22]([C:25]1[CH:26]=[CH:27][C:28](B(O)O)=[N:29][CH:30]=1)(=[O:24])[NH2:23]. No catalyst specified. The product is [NH2:1][C:2]1[C:3]([C:28]2[CH:27]=[CH:26][C:25]([C:22]([NH2:23])=[O:24])=[CH:30][N:29]=2)=[CH:4][C:5]([C:8]2[CH:13]=[CH:12][C:11]([S:14](=[O:16])(=[O:15])[NH:17][CH:18]3[CH2:20][CH2:19]3)=[CH:10][CH:9]=2)=[CH:6][N:7]=1. The yield is 0.280. (2) The reactants are [CH2:1]([O:8][C:9]([NH:11][CH2:12][CH:13]1[CH2:18][CH2:17][CH:16]([C:19]([OH:21])=O)[CH2:15][CH2:14]1)=[O:10])[C:2]1[CH:7]=[CH:6][CH:5]=[CH:4][CH:3]=1.CN(C(ON1N=[N:37][C:32]2[CH:33]=[CH:34][CH:35]=[CH:36][C:31]1=2)=[N+](C)C)C.[B-](F)(F)(F)F.C1C=CC2N([OH:53])N=NC=2C=1.C(N(CC)CC)C.CN([CH:64]=[O:65])C. The catalyst is O. The product is [CH2:1]([O:8][C:9]([NH:11][CH2:12][CH:13]1[CH2:14][CH2:15][CH:16]([C:19]([NH:37][C@H:32]([C:31]([O:65][CH3:64])=[O:53])[CH2:33][CH2:34][CH2:35][CH3:36])=[O:21])[CH2:17][CH2:18]1)=[O:10])[C:2]1[CH:3]=[CH:4][CH:5]=[CH:6][CH:7]=1. The yield is 0.770. (3) The reactants are [F:1][C:2]1[CH:8]=[CH:7][C:5]([NH2:6])=[CH:4][CH:3]=1.[CH3:9][O:10][CH:11]([O:14][CH3:15])[CH:12]=O.C(O[BH-](OC(=O)C)OC(=O)C)(=O)C.[Na+]. The catalyst is O1CCCC1.[Cl-].[Na+].O. The product is [CH3:9][O:10][CH:11]([O:14][CH3:15])[CH2:12][NH:6][C:5]1[CH:7]=[CH:8][C:2]([F:1])=[CH:3][CH:4]=1. The yield is 0.570. (4) The reactants are [CH3:1][Mg+].[Br-].[Br:4][C:5]1[CH:10]=[CH:9][C:8]([N:11]2[CH:15]=[C:14](C(OCC)=O)[N:13]=[C:12]2[C:21]([C:24]2[CH:29]=[CH:28][CH:27]=[CH:26][C:25]=2[F:30])([CH3:23])[CH3:22])=[CH:7][CH:6]=1.ClCCl.CC[O:36][CH2:37][CH3:38]. No catalyst specified. The product is [Br:4][C:5]1[CH:10]=[CH:9][C:8]([N:11]2[CH:15]=[C:14]([C:37]([OH:36])([CH3:38])[CH3:1])[N:13]=[C:12]2[C:21]([C:24]2[CH:29]=[CH:28][CH:27]=[CH:26][C:25]=2[F:30])([CH3:23])[CH3:22])=[CH:7][CH:6]=1. The yield is 0.780.